From a dataset of Full USPTO retrosynthesis dataset with 1.9M reactions from patents (1976-2016). Predict the reactants needed to synthesize the given product. (1) The reactants are: C1[CH:6]([CH2:7][CH:8]2CC[CH:11]([N:14]=C=O)[CH2:10][CH2:9]2)[CH2:5][CH2:4]C(N=C=O)C1.C1(N=C=O)CCCCC1. Given the product [CH2:11]([NH2:14])[CH2:10][CH2:9][CH2:8][CH2:7][CH2:6][CH2:5][CH3:4], predict the reactants needed to synthesize it. (2) Given the product [OH:27][C@H:12]([C@H:13]1[O:18][CH2:17][CH2:16][N:15]([C:19]2[CH:24]=[CH:23][C:22]([CH3:25])=[CH:21][CH:20]=2)[C:14]1=[O:26])[C:11]1[NH:10][C:3]2[CH:4]=[C:5]([C:8]#[N:9])[CH:6]=[CH:7][C:2]=2[N:1]=1, predict the reactants needed to synthesize it. The reactants are: [NH2:1][C:2]1[CH:7]=[CH:6][C:5]([C:8]#[N:9])=[CH:4][C:3]=1[NH:10][C:11](=O)[C@H:12]([OH:27])[C@H:13]1[O:18][CH2:17][CH2:16][N:15]([C:19]2[CH:24]=[CH:23][C:22]([CH3:25])=[CH:21][CH:20]=2)[C:14]1=[O:26]. (3) Given the product [C:14]([O:13][C:11]([N:18]1[CH2:24][CH2:23][CH2:22][C@H:19]1[CH:20]=[O:21])=[O:12])([CH3:17])([CH3:16])[CH3:15], predict the reactants needed to synthesize it. The reactants are: C(Cl)(=O)C(Cl)=O.CS(C)=O.[C:11]([N:18]1[CH2:24][CH2:23][CH2:22][C@H:19]1[CH2:20][OH:21])([O:13][C:14]([CH3:17])([CH3:16])[CH3:15])=[O:12]. (4) Given the product [Cl:24][C:18]1[N:19]=[C:14]([C:13]2[C:8]([C:5]3[CH:6]=[CH:7][C:2]([F:1])=[C:3]([CH3:21])[CH:4]=3)=[N:9][CH:10]=[CH:11][CH:12]=2)[CH:15]=[CH:16][N:17]=1, predict the reactants needed to synthesize it. The reactants are: [F:1][C:2]1[CH:7]=[CH:6][C:5]([C:8]2[C:13]([C:14]3[NH:19][C:18](=O)[N:17]=[CH:16][CH:15]=3)=[CH:12][CH:11]=[CH:10][N:9]=2)=[CH:4][C:3]=1[CH3:21].O=P(Cl)(Cl)[Cl:24].